Dataset: Forward reaction prediction with 1.9M reactions from USPTO patents (1976-2016). Task: Predict the product of the given reaction. (1) Given the reactants [CH2:1]([C:3]1[O:7][C:6]([CH2:8][CH2:9][NH:10]C(=O)OCC2C=CC=CC=2)=[N:5][CH:4]=1)[CH3:2], predict the reaction product. The product is: [CH2:1]([C:3]1[O:7][C:6]([CH2:8][CH2:9][NH2:10])=[N:5][CH:4]=1)[CH3:2]. (2) Given the reactants [CH3:1][O:2][CH2:3][CH2:4][CH2:5][S:6]([C:9]1[CH:14]=[CH:13][C:12]([C:15]2[CH:20]=[CH:19][C:18]([CH2:21][CH2:22][N:23]3[CH2:27][CH2:26][CH2:25][C@H:24]3[CH3:28])=[CH:17][CH:16]=2)=[CH:11][CH:10]=1)(=[O:8])=[O:7].[C:29]([OH:41])(=[O:40])[CH2:30][C:31]([CH2:36][C:37]([OH:39])=[O:38])([C:33]([OH:35])=[O:34])[OH:32].O, predict the reaction product. The product is: [C:29]([OH:41])(=[O:40])[CH2:30][C:31]([CH2:36][C:37]([OH:39])=[O:38])([C:33]([OH:35])=[O:34])[OH:32].[CH3:1][O:2][CH2:3][CH2:4][CH2:5][S:6]([C:9]1[CH:14]=[CH:13][C:12]([C:15]2[CH:20]=[CH:19][C:18]([CH2:21][CH2:22][N:23]3[CH2:27][CH2:26][CH2:25][C@H:24]3[CH3:28])=[CH:17][CH:16]=2)=[CH:11][CH:10]=1)(=[O:8])=[O:7].